From a dataset of NCI-60 drug combinations with 297,098 pairs across 59 cell lines. Regression. Given two drug SMILES strings and cell line genomic features, predict the synergy score measuring deviation from expected non-interaction effect. Drug 1: C(CC(=O)O)C(=O)CN.Cl. Drug 2: N.N.Cl[Pt+2]Cl. Cell line: SK-MEL-2. Synergy scores: CSS=46.8, Synergy_ZIP=-1.15, Synergy_Bliss=3.15, Synergy_Loewe=-10.3, Synergy_HSA=2.07.